This data is from Full USPTO retrosynthesis dataset with 1.9M reactions from patents (1976-2016). The task is: Predict the reactants needed to synthesize the given product. (1) Given the product [C:1]([O:5][C:6](=[O:11])[NH:7][CH2:8][CH2:9][O:10][C:17]1[CH:18]=[CH:13][C:14]([C:23]([F:26])([F:24])[F:25])=[CH:15][C:16]=1[C:19]([F:20])([F:21])[F:22])([CH3:4])([CH3:2])[CH3:3], predict the reactants needed to synthesize it. The reactants are: [C:1]([O:5][C:6](=[O:11])[NH:7][CH2:8][CH2:9][OH:10])([CH3:4])([CH3:3])[CH3:2].Br[C:13]1[CH:18]=[CH:17][C:16]([C:19]([F:22])([F:21])[F:20])=[CH:15][C:14]=1[C:23]([F:26])([F:25])[F:24]. (2) Given the product [Br:1][C:2]1[C:3](=[O:34])[N:4]([CH2:19][C:20]2[CH:24]=[C:23]([C:25]([N:36]([CH3:37])[CH3:35])=[O:26])[NH:22][N:21]=2)[C:5]([CH3:18])=[CH:6][C:7]=1[O:8][CH2:9][C:10]1[CH:15]=[CH:14][C:13]([F:16])=[CH:12][C:11]=1[F:17], predict the reactants needed to synthesize it. The reactants are: [Br:1][C:2]1[C:3](=[O:34])[N:4]([CH2:19][C:20]2[CH:24]=[C:23]([C:25](O)=[O:26])[N:22](C3CCCCO3)[N:21]=2)[C:5]([CH3:18])=[CH:6][C:7]=1[O:8][CH2:9][C:10]1[CH:15]=[CH:14][C:13]([F:16])=[CH:12][C:11]=1[F:17].[CH3:35][N:36]1CCOC[CH2:37]1.ClC(OCC(C)C)=O. (3) Given the product [OH:1][C:2]1[CH:11]=[C:10]2[C:5]([CH:6]([CH2:19][CH2:20][CH2:21][CH2:22][CH2:23][CH2:24][CH2:25][CH2:26][CH2:27][S:28]([CH2:29][CH2:30][CH2:31][C:32]([F:38])([F:37])[C:33]([F:36])([F:34])[F:35])=[O:39])[C:7]([CH3:18])([C:12]3[CH:13]=[CH:14][N:15]=[CH:16][CH:17]=3)[CH2:8][O:9]2)=[CH:4][CH:3]=1, predict the reactants needed to synthesize it. The reactants are: [OH:1][C:2]1[CH:11]=[C:10]2[C:5]([CH:6]([CH2:19][CH2:20][CH2:21][CH2:22][CH2:23][CH2:24][CH2:25][CH2:26][CH2:27][S:28][CH2:29][CH2:30][CH2:31][C:32]([F:38])([F:37])[C:33]([F:36])([F:35])[F:34])[C:7]([CH3:18])([C:12]3[CH:17]=[CH:16][N:15]=[CH:14][CH:13]=3)[CH2:8][O:9]2)=[CH:4][CH:3]=1.[O:39]1CCCC1.